This data is from Caco-2 cell permeability data measuring drug intestinal absorption for ~900 compounds. The task is: Regression/Classification. Given a drug SMILES string, predict its absorption, distribution, metabolism, or excretion properties. Task type varies by dataset: regression for continuous measurements (e.g., permeability, clearance, half-life) or binary classification for categorical outcomes (e.g., BBB penetration, CYP inhibition). For this dataset (caco2_wang), we predict Y. (1) The drug is Cn1cncc1CN1CC(N(Cc2cccc(-n3cccc3)c2)S(=O)(=O)c2ccccn2)Cc2cc(C#N)ccc21. The Y is -5.64 log Papp (cm/s). (2) The compound is O=C(NC1(C(=O)N[C@H](Cc2ccccc2)C(=O)NCCC(=O)N2CCN(C3CCOCC3)CC2)CCCC1)c1cc2ccccc2s1. The Y is -5.89 log Papp (cm/s). (3) The compound is Nc1ccn([C@@H]2CS[C@H](CO)O2)c(=O)n1. The Y is -5.42 log Papp (cm/s). (4) The drug is CNCC(O)c1ccc(O)c(O)c1. The Y is -6.02 log Papp (cm/s). (5) The compound is CC(C)[C@H](NC(=O)[C@H](OCc1ccccc1)[C@H](O)[C@@H](O)[C@@H](OCc1ccccc1)C(=O)N[C@H]1c2ccccc2C[C@H]1O)C(=O)NCC(F)(F)F. The Y is -5.54 log Papp (cm/s). (6) The molecule is C[C@H](NC(=O)[C@H](N)Cc1ccccc1)C(=O)N[C@H](CO)C(=O)O. The Y is -6.28 log Papp (cm/s).